Dataset: Peptide-MHC class I binding affinity with 185,985 pairs from IEDB/IMGT. Task: Regression. Given a peptide amino acid sequence and an MHC pseudo amino acid sequence, predict their binding affinity value. This is MHC class I binding data. (1) The peptide sequence is RSLFNTIATLY. The MHC is HLA-B18:01 with pseudo-sequence HLA-B18:01. The binding affinity (normalized) is 0.585. (2) The peptide sequence is YPACEAIGL. The MHC is HLA-B07:02 with pseudo-sequence HLA-B07:02. The binding affinity (normalized) is 0.534. (3) The peptide sequence is DEVVYTHGA. The MHC is HLA-A68:02 with pseudo-sequence HLA-A68:02. The binding affinity (normalized) is 0.0847. (4) The peptide sequence is RPAGARAAF. The MHC is HLA-B46:01 with pseudo-sequence HLA-B46:01. The binding affinity (normalized) is 0.0847. (5) The peptide sequence is EPEKDIRELL. The MHC is HLA-B53:01 with pseudo-sequence HLA-B53:01. The binding affinity (normalized) is 0.499.